Dataset: NCI-60 drug combinations with 297,098 pairs across 59 cell lines. Task: Regression. Given two drug SMILES strings and cell line genomic features, predict the synergy score measuring deviation from expected non-interaction effect. (1) Drug 1: CC1=C(C=C(C=C1)NC2=NC=CC(=N2)N(C)C3=CC4=NN(C(=C4C=C3)C)C)S(=O)(=O)N.Cl. Drug 2: C(CN)CNCCSP(=O)(O)O. Cell line: CCRF-CEM. Synergy scores: CSS=11.0, Synergy_ZIP=1.63, Synergy_Bliss=1.02, Synergy_Loewe=0.975, Synergy_HSA=1.19. (2) Drug 1: CC1=CC=C(C=C1)C2=CC(=NN2C3=CC=C(C=C3)S(=O)(=O)N)C(F)(F)F. Drug 2: C1CN1C2=NC(=NC(=N2)N3CC3)N4CC4. Cell line: MALME-3M. Synergy scores: CSS=11.8, Synergy_ZIP=-3.15, Synergy_Bliss=2.65, Synergy_Loewe=-10.6, Synergy_HSA=-4.15. (3) Drug 1: COC1=CC(=CC(=C1O)OC)C2C3C(COC3=O)C(C4=CC5=C(C=C24)OCO5)OC6C(C(C7C(O6)COC(O7)C8=CC=CS8)O)O. Drug 2: C1=C(C(=O)NC(=O)N1)F. Cell line: NCI-H522. Synergy scores: CSS=30.6, Synergy_ZIP=-12.1, Synergy_Bliss=-11.9, Synergy_Loewe=-21.7, Synergy_HSA=-8.19. (4) Drug 1: C1CCC(CC1)NC(=O)N(CCCl)N=O. Drug 2: C1=NC(=NC(=O)N1C2C(C(C(O2)CO)O)O)N. Cell line: NCI-H522. Synergy scores: CSS=16.6, Synergy_ZIP=-5.99, Synergy_Bliss=-1.23, Synergy_Loewe=-0.465, Synergy_HSA=-0.431. (5) Drug 1: C1=NC2=C(N=C(N=C2N1C3C(C(C(O3)CO)O)F)Cl)N. Drug 2: C1=NC(=NC(=O)N1C2C(C(C(O2)CO)O)O)N. Cell line: CCRF-CEM. Synergy scores: CSS=87.1, Synergy_ZIP=2.05, Synergy_Bliss=1.46, Synergy_Loewe=3.31, Synergy_HSA=5.29. (6) Drug 1: C1=NC2=C(N=C(N=C2N1C3C(C(C(O3)CO)O)O)F)N. Drug 2: CCC1(CC2CC(C3=C(CCN(C2)C1)C4=CC=CC=C4N3)(C5=C(C=C6C(=C5)C78CCN9C7C(C=CC9)(C(C(C8N6C)(C(=O)OC)O)OC(=O)C)CC)OC)C(=O)OC)O.OS(=O)(=O)O. Cell line: LOX IMVI. Synergy scores: CSS=-5.86, Synergy_ZIP=3.34, Synergy_Bliss=1.31, Synergy_Loewe=-2.04, Synergy_HSA=-2.67. (7) Drug 1: CC1CCC2CC(C(=CC=CC=CC(CC(C(=O)C(C(C(=CC(C(=O)CC(OC(=O)C3CCCCN3C(=O)C(=O)C1(O2)O)C(C)CC4CCC(C(C4)OC)O)C)C)O)OC)C)C)C)OC. Cell line: HCT-15. Drug 2: C1C(C(OC1N2C=NC3=C2NC=NCC3O)CO)O. Synergy scores: CSS=28.7, Synergy_ZIP=2.28, Synergy_Bliss=1.29, Synergy_Loewe=-5.22, Synergy_HSA=5.30. (8) Drug 1: C1=CN(C=N1)CC(O)(P(=O)(O)O)P(=O)(O)O. Drug 2: C1=NNC2=C1C(=O)NC=N2. Cell line: MOLT-4. Synergy scores: CSS=-0.817, Synergy_ZIP=6.49, Synergy_Bliss=1.37, Synergy_Loewe=-0.257, Synergy_HSA=-0.0443. (9) Drug 1: CCN(CC)CCNC(=O)C1=C(NC(=C1C)C=C2C3=C(C=CC(=C3)F)NC2=O)C. Drug 2: C1CN(P(=O)(OC1)NCCCl)CCCl. Cell line: KM12. Synergy scores: CSS=45.9, Synergy_ZIP=0.119, Synergy_Bliss=-1.32, Synergy_Loewe=-63.4, Synergy_HSA=-1.34. (10) Drug 1: CCC(=C(C1=CC=CC=C1)C2=CC=C(C=C2)OCCN(C)C)C3=CC=CC=C3.C(C(=O)O)C(CC(=O)O)(C(=O)O)O. Drug 2: C1CN(CCN1C(=O)CCBr)C(=O)CCBr. Cell line: SW-620. Synergy scores: CSS=6.73, Synergy_ZIP=-4.62, Synergy_Bliss=0.0152, Synergy_Loewe=-6.93, Synergy_HSA=-1.13.